Predict the product of the given reaction. From a dataset of Forward reaction prediction with 1.9M reactions from USPTO patents (1976-2016). Given the reactants [H-].[Na+].[CH2:3]([O:5][C:6](=[O:10])[CH:7](Cl)[CH3:8])[CH3:4].[N+:11]([C:14]1[CH:19]=[CH:18][CH:17]=[CH:16][CH:15]=1)([O-])=O.[CH3:20]I, predict the reaction product. The product is: [NH2:11][C:14]1[CH:19]=[CH:18][C:17]([C:7]([CH3:20])([CH3:8])[C:6]([O:5][CH2:3][CH3:4])=[O:10])=[CH:16][CH:15]=1.